This data is from Catalyst prediction with 721,799 reactions and 888 catalyst types from USPTO. The task is: Predict which catalyst facilitates the given reaction. (1) Reactant: Cl[CH2:2][CH2:3][CH2:4][N:5]1[C:14]2[C:9](=[CH:10][C:11]([N+:15]([O-:17])=[O:16])=[CH:12][CH:13]=2)[CH2:8][CH2:7][C:6]1=[O:18].C(=O)([O-])[O-].[K+].[K+].[CH3:25][NH:26][CH2:27][CH2:28][OH:29].[I-].[K+]. Product: [OH:29][CH2:28][CH2:27][N:26]([CH3:25])[CH2:2][CH2:3][CH2:4][N:5]1[C:14]2[C:9](=[CH:10][C:11]([N+:15]([O-:17])=[O:16])=[CH:12][CH:13]=2)[CH2:8][CH2:7][C:6]1=[O:18]. The catalyst class is: 47. (2) Reactant: N1C=CC=CC=1.[CH2:7]([C:9]1[N:14]=[CH:13][C:12]([S:15](Cl)(=[O:17])=[O:16])=[CH:11][CH:10]=1)[CH3:8].[NH2:19][C:20]1[CH:21]=[N:22][C:23]2[C:28]([CH:29]=1)=[CH:27][CH:26]=[CH:25][C:24]=2[Br:30].O. Product: [Br:30][C:24]1[CH:25]=[CH:26][CH:27]=[C:28]2[C:23]=1[N:22]=[CH:21][C:20]([NH:19][S:15]([C:12]1[CH:13]=[N:14][C:9]([CH2:7][CH3:8])=[CH:10][CH:11]=1)(=[O:17])=[O:16])=[CH:29]2. The catalyst class is: 2.